From a dataset of Forward reaction prediction with 1.9M reactions from USPTO patents (1976-2016). Predict the product of the given reaction. Given the reactants Cl.[Cl:2][C:3]1[CH:8]=[CH:7][CH:6]=[CH:5][C:4]=1[C@@H:9]1[CH2:11][C@H:10]1[NH2:12], predict the reaction product. The product is: [Cl:2][C:3]1[CH:8]=[CH:7][CH:6]=[CH:5][C:4]=1[C@@H:9]1[CH2:11][C@H:10]1[NH2:12].